This data is from Reaction yield outcomes from USPTO patents with 853,638 reactions. The task is: Predict the reaction yield, written as a fraction of the theoretical maximum amount of product (1.0 means a 100% yield; for example, 0.34 means a 34% yield). (1) The reactants are CC(C)([O-])C.[K+].[Cl:7][C:8]1[C:9]([C:17]([O:19][CH2:20][CH3:21])=[O:18])=[CH:10][C:11]2[N:15]=[CH:14][NH:13][C:12]=2[CH:16]=1.[C:22]([O:26][C:27]([N:29]1[C:34]([CH3:36])([CH3:35])[CH2:33][CH2:32]OS1(=O)=O)=[O:28])([CH3:25])([CH3:24])[CH3:23].O. The catalyst is CN(C)C=O. The product is [C:22]([O:26][C:27]([NH:29][C:34]([CH3:35])([CH3:36])[CH2:33][CH2:32][N:13]1[C:12]2[CH:16]=[C:8]([Cl:7])[C:9]([C:17]([O:19][CH2:20][CH3:21])=[O:18])=[CH:10][C:11]=2[N:15]=[CH:14]1)=[O:28])([CH3:25])([CH3:24])[CH3:23]. The yield is 0.220. (2) The reactants are [CH3:1][O:2][C:3]1[C:4](=[O:19])[C:5]([C:15]([O:17]C)=[O:16])=[N:6][N:7]([C:9]2[CH:14]=[CH:13][N:12]=[CH:11][CH:10]=2)[CH:8]=1.[OH-].[Na+]. The catalyst is CO.C1COCC1. The product is [CH3:1][O:2][C:3]1[C:4](=[O:19])[C:5]([C:15]([OH:17])=[O:16])=[N:6][N:7]([C:9]2[CH:14]=[CH:13][N:12]=[CH:11][CH:10]=2)[CH:8]=1. The yield is 0.990. (3) The reactants are Br[C:2]1[CH:3]=[CH:4][C:5](=[O:14])[N:6]([CH2:8][CH2:9][S:10]([CH3:13])(=[O:12])=[O:11])[CH:7]=1.C([O-])(=O)C.[K+].[B:20]1([B:20]2[O:24][C:23]([CH3:26])([CH3:25])[C:22]([CH3:28])([CH3:27])[O:21]2)[O:24][C:23]([CH3:26])([CH3:25])[C:22]([CH3:28])([CH3:27])[O:21]1. The catalyst is CN(C)C=O.C1C=CC(P(C2C=CC=CC=2)[C-]2C=CC=C2)=CC=1.C1C=CC(P(C2C=CC=CC=2)[C-]2C=CC=C2)=CC=1.Cl[Pd]Cl.[Fe+2]. The product is [CH3:13][S:10]([CH2:9][CH2:8][N:6]1[CH:7]=[C:2]([B:20]2[O:24][C:23]([CH3:26])([CH3:25])[C:22]([CH3:28])([CH3:27])[O:21]2)[CH:3]=[CH:4][C:5]1=[O:14])(=[O:12])=[O:11]. The yield is 0.900. (4) The reactants are [Cl:1][C:2]1[CH:37]=[CH:36][C:5]([CH2:6][N:7]2[C:15]3[C:14](=[O:16])[N:13]([CH2:17][CH2:18][CH2:19][O:20]C4CCCCO4)[C:12](=[O:27])[N:11]([CH3:28])[C:10]=3[N:9]=[C:8]2[S:29]([NH:32][CH:33]([CH3:35])[CH3:34])(=[O:31])=[O:30])=[CH:4][CH:3]=1. The catalyst is Cl. The product is [Cl:1][C:2]1[CH:3]=[CH:4][C:5]([CH2:6][N:7]2[C:15]3[C:14](=[O:16])[N:13]([CH2:17][CH2:18][CH2:19][OH:20])[C:12](=[O:27])[N:11]([CH3:28])[C:10]=3[N:9]=[C:8]2[S:29]([NH:32][CH:33]([CH3:34])[CH3:35])(=[O:30])=[O:31])=[CH:36][CH:37]=1. The yield is 0.346.